Task: Predict the reactants needed to synthesize the given product.. Dataset: Full USPTO retrosynthesis dataset with 1.9M reactions from patents (1976-2016) (1) Given the product [F:20][C:17]([F:18])([F:19])[C:12]([C:3]1[CH:4]=[CH:5][C:6]2[C:11](=[CH:10][CH:9]=[CH:8][CH:7]=2)[C:2]=1[NH:1][C:22](=[O:26])[CH:23]=[CH:24][CH3:25])([OH:21])[C:13]([F:14])([F:15])[F:16], predict the reactants needed to synthesize it. The reactants are: [NH2:1][C:2]1[C:11]2[C:6](=[CH:7][CH:8]=[CH:9][CH:10]=2)[CH:5]=[CH:4][C:3]=1[C:12]([OH:21])([C:17]([F:20])([F:19])[F:18])[C:13]([F:16])([F:15])[F:14].[C:22](O[C:22](=[O:26])[CH:23]=[CH:24][CH3:25])(=[O:26])[CH:23]=[CH:24][CH3:25]. (2) Given the product [NH2:25][C:23]([C:22]1[CH:26]=[CH:27][C:19]([NH:18][C:15]([CH:12]2[CH2:11][CH2:10][CH:9]([NH:8][C:6](=[O:7])[O:5][C:1]([CH3:2])([CH3:3])[CH3:4])[CH2:14][CH2:13]2)=[O:17])=[CH:20][CH:21]=1)=[O:24], predict the reactants needed to synthesize it. The reactants are: [C:1]([O:5][C:6]([NH:8][CH:9]1[CH2:14][CH2:13][CH:12]([C:15]([OH:17])=O)[CH2:11][CH2:10]1)=[O:7])([CH3:4])([CH3:3])[CH3:2].[NH2:18][C:19]1[CH:27]=[CH:26][C:22]([C:23]([NH2:25])=[O:24])=[CH:21][CH:20]=1.C(N(CC)CC)C.Cl.C(N=C=NCCCN(C)C)C.O.ON1C2C=CC=CC=2N=N1.C(=O)([O-])O.[Na+]. (3) Given the product [F:30][C:8]1[C:7]2[O:6][C:5]3[C:14](=[CH:15][C:2]([C:36]4[CH:41]=[N:40][CH:39]=[CH:38][N:37]=4)=[CH:3][CH:4]=3)[C:13]3([CH2:19][S:18][C:17]([NH:20][C:21](=[O:27])[O:22][C:23]([CH3:26])([CH3:25])[CH3:24])=[N:16]3)[C:12]=2[CH:11]=[C:10]([O:28][CH3:29])[CH:9]=1, predict the reactants needed to synthesize it. The reactants are: Br[C:2]1[CH:15]=[C:14]2[C:5]([O:6][C:7]3[C:8]([F:30])=[CH:9][C:10]([O:28][CH3:29])=[CH:11][C:12]=3[C:13]32[CH2:19][S:18][C:17]([NH:20][C:21](=[O:27])[O:22][C:23]([CH3:26])([CH3:25])[CH3:24])=[N:16]3)=[CH:4][CH:3]=1.C([Sn](CCCC)(CCCC)[C:36]1[CH:41]=[N:40][CH:39]=[CH:38][N:37]=1)CCC. (4) The reactants are: [F:1][C:2]1[CH:11]=[CH:10][CH:9]=[C:8]2[C:3]=1[CH2:4][CH2:5][CH2:6][CH:7]2[CH2:12][OH:13].[CH3:14][S:15](Cl)(=[O:17])=[O:16]. Given the product [CH3:14][S:15]([O:13][CH2:12][CH:7]1[C:8]2[C:3](=[C:2]([F:1])[CH:11]=[CH:10][CH:9]=2)[CH2:4][CH2:5][CH2:6]1)(=[O:17])=[O:16], predict the reactants needed to synthesize it.